Dataset: Forward reaction prediction with 1.9M reactions from USPTO patents (1976-2016). Task: Predict the product of the given reaction. Given the reactants [CH3:1][Si:2]([CH3:11])([CH3:10])[C:3]1[CH:9]=[CH:8][C:6]([NH2:7])=[CH:5][CH:4]=1.[F:12][C:13]([F:30])([F:29])[C:14]1[C:15]([C:20]2[CH:28]=[CH:27][C:23]([C:24](O)=[O:25])=[CH:22][CH:21]=2)=[N:16][CH:17]=[CH:18][CH:19]=1, predict the reaction product. The product is: [F:30][C:13]([F:12])([F:29])[C:14]1[C:15]([C:20]2[CH:28]=[CH:27][C:23]([C:24]([NH:7][C:6]3[CH:8]=[CH:9][C:3]([Si:2]([CH3:11])([CH3:10])[CH3:1])=[CH:4][CH:5]=3)=[O:25])=[CH:22][CH:21]=2)=[N:16][CH:17]=[CH:18][CH:19]=1.